The task is: Regression. Given two drug SMILES strings and cell line genomic features, predict the synergy score measuring deviation from expected non-interaction effect.. This data is from NCI-60 drug combinations with 297,098 pairs across 59 cell lines. Drug 1: C1=C(C(=O)NC(=O)N1)N(CCCl)CCCl. Drug 2: C1=CC(=CC=C1CC(C(=O)O)N)N(CCCl)CCCl.Cl. Cell line: OVCAR-5. Synergy scores: CSS=23.3, Synergy_ZIP=10.8, Synergy_Bliss=15.0, Synergy_Loewe=8.77, Synergy_HSA=12.4.